Dataset: Full USPTO retrosynthesis dataset with 1.9M reactions from patents (1976-2016). Task: Predict the reactants needed to synthesize the given product. Given the product [OH:39][C:5]1[C:6]2[C:11](=[CH:10][CH:9]=[CH:8][C:7]=2[C:12]2[CH:17]=[CH:16][CH:15]=[CH:14][CH:13]=2)[C:2]([C:27]2[CH:28]=[N:29][CH:30]=[C:31]([CH:37]=2)[C:32]([O:34][CH2:35][CH3:36])=[O:33])=[N:3][N:4]=1, predict the reactants needed to synthesize it. The reactants are: Cl[C:2]1[C:11]2[C:6](=[C:7]([C:12]3[CH:17]=[CH:16][CH:15]=[CH:14][CH:13]=3)[CH:8]=[CH:9][CH:10]=2)[C:5](Cl)=[N:4][N:3]=1.CC1(C)C(C)(C)OB([C:27]2[CH:28]=[N:29][CH:30]=[C:31]([CH:37]=2)[C:32]([O:34][CH2:35][CH3:36])=[O:33])O1.[O-:39]P([O-])([O-])=O.[K+].[K+].[K+].F[B-](F)(F)F.C1([PH+](C2CCCCC2)C2CCCCC2)CCCCC1.